Dataset: Full USPTO retrosynthesis dataset with 1.9M reactions from patents (1976-2016). Task: Predict the reactants needed to synthesize the given product. (1) Given the product [NH2:1][C:2]1[CH:3]=[CH:4][C:5]([C:8]2[CH2:9][C@@H:10]3[N:16]([CH:17]=2)[C:15](=[O:18])[C:14]2[CH:19]=[C:20]([O:63][CH3:64])[C:21]([O:23][CH2:24][CH2:25][CH2:26][O:27][C:28]4[C:60]([O:61][CH3:62])=[CH:59][C:31]5[C:32](=[O:58])[N:33]6[CH:48]=[C:47]([C:49]7[CH:57]=[CH:56][C:52]8[O:53][CH2:54][O:55][C:51]=8[CH:50]=7)[CH2:46][C@H:34]6[CH:35]=[N:36][C:30]=5[CH:29]=4)=[CH:22][C:13]=2[N:12]=[CH:11]3)=[CH:6][CH:7]=1, predict the reactants needed to synthesize it. The reactants are: [NH2:1][C:2]1[CH:7]=[CH:6][C:5]([C:8]2[CH2:9][C@@H:10]3[N:16]([CH:17]=2)[C:15](=[O:18])[C:14]2[CH:19]=[C:20]([O:63][CH3:64])[C:21]([O:23][CH2:24][CH2:25][CH2:26][O:27][C:28]4[C:60]([O:61][CH3:62])=[CH:59][C:31]5[C:32](=[O:58])[N:33]6[CH:48]=[C:47]([C:49]7[CH:57]=[CH:56][C:52]8[O:53][CH2:54][O:55][C:51]=8[CH:50]=7)[CH2:46][C@H:34]6[C:35](=O)[N:36](COCC[Si](C)(C)C)[C:30]=5[CH:29]=4)=[CH:22][C:13]=2[N:12](COCC[Si](C)(C)C)[C:11]3=O)=[CH:4][CH:3]=1.[Li+].[B-](CC)(CC)CC.O. (2) Given the product [OH:1][CH2:2][C:3]1[O:10][C:9]([CH:11]=[O:12])=[CH:7][CH:5]=1, predict the reactants needed to synthesize it. The reactants are: [OH:1][CH2:2][C:3]([C@H:5]([C@@H:7]([C@@H:9]([CH2:11][OH:12])[OH:10])O)O)=O.[Li+].[Br-].OS(O)(=O)=O. (3) Given the product [C:16]([O:22][CH2:23][N:24]1[CH:12]=[C:11]([C:8]2[CH:7]=[CH:6][C:5]([CH:4]([O:3][CH2:1][CH3:2])[O:13][CH2:14][CH3:15])=[CH:10][N:9]=2)[N:26]=[N:25]1)(=[O:21])[C:17]([CH3:20])([CH3:19])[CH3:18], predict the reactants needed to synthesize it. The reactants are: [CH2:1]([O:3][CH:4]([O:13][CH2:14][CH3:15])[C:5]1[CH:6]=[CH:7][C:8]([C:11]#[CH:12])=[N:9][CH:10]=1)[CH3:2].[C:16]([O:22][CH2:23][N:24]=[N+:25]=[N-:26])(=[O:21])[C:17]([CH3:20])([CH3:19])[CH3:18].O.O=C1O[C@H]([C@H](CO)O)C([O-])=C1O.[Na+].